This data is from Blood-brain barrier penetration binary classification data from Martins et al.. The task is: Regression/Classification. Given a drug SMILES string, predict its absorption, distribution, metabolism, or excretion properties. Task type varies by dataset: regression for continuous measurements (e.g., permeability, clearance, half-life) or binary classification for categorical outcomes (e.g., BBB penetration, CYP inhibition). Dataset: bbb_martins. (1) The drug is CN1CCN(c2c(F)cc3c(=O)c(C(=O)O)cn4c3c2SCC4)CC1. The result is 0 (does not penetrate BBB). (2) The drug is CCOC(OCC)C(=O)OCC(=O)C1(O)Cc2c(O)c3c(c(O)c2C(OC2CC(N)C(O)C(C)O2)C1)C(=O)c1c(OC)cccc1C3=O. The result is 0 (does not penetrate BBB). (3) The molecule is CCCN(CCC)CCc1ccc(O)c2c1CC(=O)N2. The result is 1 (penetrates BBB). (4) The compound is O=C(O)COCCN1CCN(C(c2ccccc2)c2ccc(Cl)cc2)CC1. The result is 0 (does not penetrate BBB). (5) The molecule is O=C(O)c1ccccc1O. The result is 0 (does not penetrate BBB). (6) The drug is CCCN(CCC)CCc1cccc2c1CC(=O)N2. The result is 1 (penetrates BBB). (7) The compound is Cc1c(C)c2c(c(C)c1O)CC[C@@](C)(CCC[C@H](C)CCC[C@H](C)CCCC(C)C)O2. The result is 1 (penetrates BBB). (8) The molecule is CC(OC(N)=O)C(C)C(C)OC(N)=O. The result is 1 (penetrates BBB). (9) The molecule is NS(=O)(=O)c1ccc(N2CCCCS2(=O)=O)cc1. The result is 1 (penetrates BBB).